This data is from Catalyst prediction with 721,799 reactions and 888 catalyst types from USPTO. The task is: Predict which catalyst facilitates the given reaction. Reactant: C(OC([N:8]1[CH2:13][CH2:12][CH:11]([N:14]2[C:19]3[CH:20]=[CH:21][C:22]([S:24]([C:27]4[CH:32]=[CH:31][CH:30]=[CH:29][CH:28]=4)(=[O:26])=[O:25])=[CH:23][C:18]=3[O:17][CH2:16][CH2:15]2)[CH2:10][CH2:9]1)=O)(C)(C)C.[ClH:33]. Product: [ClH:33].[C:27]1([S:24]([C:22]2[CH:21]=[CH:20][C:19]3[N:14]([CH:11]4[CH2:12][CH2:13][NH:8][CH2:9][CH2:10]4)[CH2:15][CH2:16][O:17][C:18]=3[CH:23]=2)(=[O:26])=[O:25])[CH:32]=[CH:31][CH:30]=[CH:29][CH:28]=1. The catalyst class is: 8.